This data is from Reaction yield outcomes from USPTO patents with 853,638 reactions. The task is: Predict the reaction yield, written as a fraction of the theoretical maximum amount of product (1.0 means a 100% yield; for example, 0.34 means a 34% yield). The reactants are [NH:1]1[CH:5]=[CH:4][C:3]([C:6]2[CH:12]=[CH:11][C:9]([NH2:10])=[CH:8][CH:7]=2)=[N:2]1.C(N(CC)CC)C.[Cl-].ClC1N(C)CC[NH+]1C.[CH3:29][O:30][C:31]1[C:32](=[O:55])[C:33]([CH3:54])=[C:34]([CH2:40][C:41]2[CH:42]=[CH:43][C:44]([O:50][C:51](=[O:53])[CH3:52])=[C:45]([CH:49]=2)[C:46](O)=[O:47])[C:35](=[O:39])[C:36]=1[O:37][CH3:38]. The catalyst is C(Cl)Cl. The product is [CH3:29][O:30][C:31]1[C:32](=[O:55])[C:33]([CH3:54])=[C:34]([CH2:40][C:41]2[CH:42]=[CH:43][C:44]([O:50][C:51](=[O:53])[CH3:52])=[C:45]([CH:49]=2)[C:46]([NH:10][C:9]2[CH:11]=[CH:12][C:6]([C:3]3[CH:4]=[CH:5][NH:1][N:2]=3)=[CH:7][CH:8]=2)=[O:47])[C:35](=[O:39])[C:36]=1[O:37][CH3:38]. The yield is 0.520.